Predict the product of the given reaction. From a dataset of Forward reaction prediction with 1.9M reactions from USPTO patents (1976-2016). (1) The product is: [CH2:1]([N:8]([CH3:23])[C:9]1[C:14]([F:15])=[CH:13][C:12]([N+:16]([O-:18])=[O:17])=[CH:11][C:10]=1[CH2:19][CH2:20][OH:21])[C:2]1[CH:3]=[CH:4][CH:5]=[CH:6][CH:7]=1. Given the reactants [CH2:1]([N:8]([CH3:23])[C:9]1[C:14]([F:15])=[CH:13][C:12]([N+:16]([O-:18])=[O:17])=[CH:11][C:10]=1[CH2:19][C:20](O)=[O:21])[C:2]1[CH:7]=[CH:6][CH:5]=[CH:4][CH:3]=1.S(C)C.[OH-].[Na+].Cl, predict the reaction product. (2) Given the reactants Br[CH2:2][CH2:3][NH:4][C:5](=[O:14])[O:6][CH2:7][C:8]1[CH:13]=[CH:12][CH:11]=[CH:10][CH:9]=1.[NH:15]1[CH2:20][CH2:19][CH:18]([NH:21][C:22](=[O:28])[O:23][C:24]([CH3:27])([CH3:26])[CH3:25])[CH2:17][CH2:16]1.C(=O)([O-])[O-].[K+].[K+].C(#N)C, predict the reaction product. The product is: [C:8]1([CH2:7][O:6][C:5]([NH:4][CH2:3][CH2:2][N:15]2[CH2:16][CH2:17][CH:18]([NH:21][C:22](=[O:28])[O:23][C:24]([CH3:26])([CH3:25])[CH3:27])[CH2:19][CH2:20]2)=[O:14])[CH:13]=[CH:12][CH:11]=[CH:10][CH:9]=1.